From a dataset of Forward reaction prediction with 1.9M reactions from USPTO patents (1976-2016). Predict the product of the given reaction. (1) The product is: [F:21][C:2]([F:1])([O:12][C:13]1[CH:18]=[CH:17][C:16]([S:19][CH3:20])=[CH:15][CH:14]=1)[C@@H:3]([C:5]1[CH:10]=[CH:9][C:8]([F:11])=[CH:7][CH:6]=1)[OH:4]. Given the reactants [F:1][C:2]([F:21])([O:12][C:13]1[CH:18]=[CH:17][C:16]([S:19][CH3:20])=[CH:15][CH:14]=1)[C:3]([C:5]1[CH:10]=[CH:9][C:8]([F:11])=[CH:7][CH:6]=1)=[O:4].[B]1OC2C(=CC=CC=2)O1, predict the reaction product. (2) Given the reactants [OH:1][C:2]1[CH:11]=[CH:10][CH:9]=[C:8]2[C:3]=1[CH2:4][CH2:5][CH2:6][C:7]2=[O:12].[Br:13][C:14]1[CH:19]=[CH:18][C:17]([Cl:20])=[CH:16][C:15]=1[CH2:21]Br.C(=O)([O-])[O-].[K+].[K+], predict the reaction product. The product is: [Br:13][C:14]1[CH:19]=[CH:18][C:17]([Cl:20])=[CH:16][C:15]=1[CH2:21][O:1][C:2]1[CH:11]=[CH:10][CH:9]=[C:8]2[C:3]=1[CH2:4][CH2:5][CH2:6][C:7]2=[O:12]. (3) The product is: [Cl:1][C:2]1[CH:7]=[CH:6][C:5]([C@@H:8]([CH2:9][NH:10][CH3:11])[CH2:19][C:20]([N:22]2[CH2:31][CH2:30][C:29]3[CH:28]=[N:27][C:26]([NH:32][CH:33]([CH3:35])[CH3:34])=[N:25][C:24]=3[CH2:23]2)=[O:21])=[CH:4][CH:3]=1. Given the reactants [Cl:1][C:2]1[CH:7]=[CH:6][C:5]([C@H:8]([CH2:19][C:20]([N:22]2[CH2:31][CH2:30][C:29]3[CH:28]=[N:27][C:26]([NH:32][CH:33]([CH3:35])[CH3:34])=[N:25][C:24]=3[CH2:23]2)=[O:21])[CH2:9][N:10](C)[C:11](=O)OC(C)(C)C)=[CH:4][CH:3]=1.Cl.O1CCOCC1, predict the reaction product.